Dataset: Full USPTO retrosynthesis dataset with 1.9M reactions from patents (1976-2016). Task: Predict the reactants needed to synthesize the given product. (1) Given the product [O:16]=[C:9]1[C:10]2[C:15](=[CH:14][CH:13]=[CH:12][CH:11]=2)[C:7](=[CH:17][C:19]2[CH:20]=[C:21]([CH:24]=[CH:25][N:26]=2)[C:22]#[N:23])[O:8]1, predict the reactants needed to synthesize it. The reactants are: COP([CH:7]1[C:15]2[C:10](=[CH:11][CH:12]=[CH:13][CH:14]=2)[C:9](=[O:16])[O:8]1)(=O)OC.[CH:17]([C:19]1[CH:20]=[C:21]([CH:24]=[CH:25][N:26]=1)[C:22]#[N:23])=O.C(N(CC)CC)C. (2) Given the product [CH3:3][N:4]1[CH:8]=[C:7]([C:9]2[CH:10]=[CH:11][C:12]3[N:13]([C:15]([S:18][C:20]4[C:21]([N+:30]([O-:32])=[O:31])=[C:22]5[C:27](=[CH:28][CH:29]=4)[N:26]=[CH:25][CH:24]=[CH:23]5)=[N:16][N:17]=3)[N:14]=2)[CH:6]=[N:5]1, predict the reactants needed to synthesize it. The reactants are: [OH-].[K+].[CH3:3][N:4]1[CH:8]=[C:7]([C:9]2[CH:10]=[CH:11][C:12]3[N:13]([C:15]([SH:18])=[N:16][N:17]=3)[N:14]=2)[CH:6]=[N:5]1.Br[C:20]1[C:21]([N+:30]([O-:32])=[O:31])=[C:22]2[C:27](=[CH:28][CH:29]=1)[N:26]=[CH:25][CH:24]=[CH:23]2. (3) Given the product [Cl:55][C:53]1[CH:54]=[C:49]([NH:31][C:30]2[CH:45]=[N:25][C:26]([C@H:111]3[CH2:110][O:109][C:108]([CH3:107])([CH3:58])[O:106]3)=[CH:27][N:29]=2)[C:50](=[O:57])[N:51]([CH3:56])[N:52]=1, predict the reactants needed to synthesize it. The reactants are: C(C1C=C2C(=C(F)C=1)C(=O)N(C1C=CC=C(C3C=[C:27]([NH:29][C:30]4C=CC(C(N5CCC(O)C5)=O)=C[N:31]=4)[C:26](=O)[N:25]([CH3:45])N=3)C=1CO)N=C2)(C)(C)C.Br[C:49]1[C:50](=[O:57])[N:51]([CH3:56])[N:52]=[C:53]([Cl:55])[CH:54]=1.[C:58](=O)([O-])[O-].[Cs+].[Cs+].C1(P(C2C=CC=CC=2)C2C3OC4C(=CC=CC=4P(C4C=CC=CC=4)C4C=CC=CC=4)C(C)(C)C=3C=CC=2)C=CC=CC=1.[O:106]1[CH2:111][CH2:110][O:109][CH2:108][CH2:107]1. (4) The reactants are: F[C:2](F)(F)[C:3](O)=[O:4].[NH2:8][C:9]1[CH:10]=[C:11]2[C:15](=[CH:16][CH:17]=1)[NH:14][C:13]([C:18]([NH2:20])=[O:19])=[C:12]2[S:21]([N:24]1[CH2:29][CH2:28][O:27][CH2:26][CH2:25]1)(=[O:23])=[O:22].C(OC(=O)C)(=O)C.C(N(CC)CC)C. Given the product [C:3]([NH:8][C:9]1[CH:10]=[C:11]2[C:15](=[CH:16][CH:17]=1)[NH:14][C:13]([C:18]([NH2:20])=[O:19])=[C:12]2[S:21]([N:24]1[CH2:29][CH2:28][O:27][CH2:26][CH2:25]1)(=[O:23])=[O:22])(=[O:4])[CH3:2], predict the reactants needed to synthesize it. (5) The reactants are: C([O:3][C:4]([C:6]1[N:7]([CH2:18][C:19]2[C:28]3[C:23](=[CH:24][CH:25]=[CH:26][CH:27]=3)[CH:22]=[CH:21][CH:20]=2)[C:8]2[C:13]([C:14]=1[CH2:15][NH2:16])=[CH:12][C:11]([F:17])=[CH:10][CH:9]=2)=[O:5])C.[ClH:29]. Given the product [ClH:29].[NH2:16][CH2:15][C:14]1[C:13]2[C:8](=[CH:9][CH:10]=[C:11]([F:17])[CH:12]=2)[N:7]([CH2:18][C:19]2[C:28]3[C:23](=[CH:24][CH:25]=[CH:26][CH:27]=3)[CH:22]=[CH:21][CH:20]=2)[C:6]=1[C:4]([OH:5])=[O:3], predict the reactants needed to synthesize it.